From a dataset of Reaction yield outcomes from USPTO patents with 853,638 reactions. Predict the reaction yield, written as a fraction of the theoretical maximum amount of product (1.0 means a 100% yield; for example, 0.34 means a 34% yield). (1) The reactants are [CH3:1][C:2]1[C:3]([O:14][CH:15]2[CH:20]3[CH2:21][CH2:22][N:17]([CH2:18][CH2:19]3)[CH2:16]2)=[N:4][N:5]([C:8]2[CH:13]=[CH:12][CH:11]=[CH:10][CH:9]=2)[C:6]=1[NH2:7].C1(C2C=CC([CH2:32][O:33]C)=CC=2CN)CC1.[CH3:37][O:38][CH2:39][C:40]1[CH:41]=[CH:42][C:43]([O:48][C:49]([F:52])([F:51])[F:50])=[C:44]([CH2:46][NH2:47])[CH:45]=1. No catalyst specified. The product is [CH3:37][O:38][CH2:39][C:40]1[CH:41]=[CH:42][C:43]([O:48][C:49]([F:50])([F:51])[F:52])=[C:44]([CH:45]=1)[CH2:46][NH:47][C:32]([NH:7][C:6]1[N:5]([C:8]2[CH:9]=[CH:10][CH:11]=[CH:12][CH:13]=2)[N:4]=[C:3]([O:14][CH:15]2[CH:20]3[CH2:19][CH2:18][N:17]([CH2:22][CH2:21]3)[CH2:16]2)[C:2]=1[CH3:1])=[O:33]. The yield is 0.210. (2) The reactants are [C:1]([N:5]1[C:9](=[O:10])[CH:8]=[C:7]([C:11]2[CH:28]=[CH:27][C:14]([CH2:15][C:16]3([C:22]([O:24][CH2:25][CH3:26])=[O:23])[CH2:20][CH2:19][C:18](=[O:21])[NH:17]3)=[CH:13][CH:12]=2)[S:6]1(=[O:30])=[O:29])([CH3:4])([CH3:3])[CH3:2].[H][H]. The catalyst is C(O)C.[Pd]. The product is [C:1]([N:5]1[C:9](=[O:10])[CH2:8][CH:7]([C:11]2[CH:28]=[CH:27][C:14]([CH2:15][C:16]3([C:22]([O:24][CH2:25][CH3:26])=[O:23])[CH2:20][CH2:19][C:18](=[O:21])[NH:17]3)=[CH:13][CH:12]=2)[S:6]1(=[O:30])=[O:29])([CH3:2])([CH3:3])[CH3:4]. The yield is 0.950. (3) The yield is 0.980. The catalyst is CO. The product is [CH3:30][O:22][C:21]([C@H:10]1[C@@H:11]([C:13]2[CH:18]=[CH:17][C:16]([Cl:19])=[C:15]([Cl:20])[CH:14]=2)[CH2:12][N:8]([CH2:1][C:2]2[CH:7]=[CH:6][CH:5]=[CH:4][CH:3]=2)[CH2:9]1)=[O:23]. The reactants are [CH2:1]([N:8]1[CH2:12][C@H:11]([C:13]2[CH:18]=[CH:17][C:16]([Cl:19])=[C:15]([Cl:20])[CH:14]=2)[C@H:10]([C:21]([OH:23])=[O:22])[CH2:9]1)[C:2]1[CH:7]=[CH:6][CH:5]=[CH:4][CH:3]=1.S(=O)(=O)(O)O.Cl[CH2:30]Cl.C(=O)([O-])[O-].[Na+].[Na+]. (4) The reactants are [CH2:1]([Mg]Br)[CH3:2].[Cl:5][C:6]1[CH:11]=[C:10]([Cl:12])[CH:9]=[CH:8][C:7]=1[N:13]1[C:18]2=[N:19][C:20]3[C:21](=[C:22]([C:26]#N)[CH:23]=[CH:24][CH:25]=3)[N:17]2[CH2:16][CH2:15][CH2:14]1.[BH4-].[Na+].[C:30]([BH3-])#[N:31].[Na+].O1CCC[CH2:35]1. The catalyst is C(=O)([O-])O.[Na+]. The product is [Cl:5][C:6]1[CH:11]=[C:10]([Cl:12])[CH:9]=[CH:8][C:7]=1[N:13]1[C:18]2=[N:19][C:20]3[CH:25]=[CH:24][CH:23]=[C:22]([CH:26]([N:31]([CH3:30])[CH3:35])[CH2:1][CH3:2])[C:21]=3[N:17]2[CH2:16][CH2:15][CH2:14]1. The yield is 0.180. (5) The reactants are [Cl:1][C:2]1[CH:3]=[C:4]2[C:8](=[C:9]([C:11]([OH:13])=O)[CH:10]=1)[NH:7][CH:6]=[CH:5]2.CN(C(ON1N=NC2C=CC=CC1=2)=[N+](C)C)C.[B-](F)(F)(F)F.C(N(CC)C(C)C)(C)C.[C:45]([C:49]1[CH:66]=[CH:65][C:52]([CH2:53][NH:54][CH2:55][CH:56]([C:58]2[CH:63]=[CH:62][C:61]([Cl:64])=[CH:60][CH:59]=2)[F:57])=[CH:51][CH:50]=1)([CH3:48])([CH3:47])[CH3:46]. The catalyst is CN(C=O)C.O. The product is [C:45]([C:49]1[CH:66]=[CH:65][C:52]([CH2:53][N:54]([CH2:55][CH:56]([C:58]2[CH:59]=[CH:60][C:61]([Cl:64])=[CH:62][CH:63]=2)[F:57])[C:11]([C:9]2[CH:10]=[C:2]([Cl:1])[CH:3]=[C:4]3[C:8]=2[NH:7][CH:6]=[CH:5]3)=[O:13])=[CH:51][CH:50]=1)([CH3:48])([CH3:46])[CH3:47]. The yield is 0.210. (6) The reactants are COC(=O)[NH:4][C:5]1[O:6][C:7]2[C:13]([CH:14]3[CH2:19][CH2:18][O:17][CH2:16][CH2:15]3)=[CH:12][CH:11]=[C:10]([O:20][CH3:21])[C:8]=2[N:9]=1.[OH-].[Na+]. The catalyst is O1CCOCC1.C(O)CO. The product is [CH3:21][O:20][C:10]1[C:8]2[N:9]=[C:5]([NH2:4])[O:6][C:7]=2[C:13]([CH:14]2[CH2:19][CH2:18][O:17][CH2:16][CH2:15]2)=[CH:12][CH:11]=1. The yield is 0.740.